Predict the reaction yield, written as a fraction of the theoretical maximum amount of product (1.0 means a 100% yield; for example, 0.34 means a 34% yield). From a dataset of Reaction yield outcomes from USPTO patents with 853,638 reactions. (1) The reactants are C1(C)C=CC=CC=1.Cl.[CH:9]12[CH2:18][CH:13]3[CH2:14][CH:15]([CH2:17][CH:11]([CH2:12]3)[CH:10]1[NH2:19])[CH2:16]2.[OH-].[Na+].[C:22]([CH2:28][C:29](OCC)=[O:30])(=[O:27])[C:23]([CH3:26])([CH3:25])[CH3:24]. The catalyst is O. The product is [CH:9]12[CH2:18][CH:13]3[CH2:14][CH:15]([CH2:17][CH:11]([CH2:12]3)[CH:10]1[NH:19][C:29](=[O:30])[CH2:28][C:22](=[O:27])[C:23]([CH3:26])([CH3:25])[CH3:24])[CH2:16]2. The yield is 0.758. (2) The reactants are [CH2:1]([O:8][C@H:9]([CH2:24][CH2:25][CH2:26][CH2:27][CH2:28][CH2:29][CH2:30][CH2:31][CH2:32][CH:33]([CH3:35])[CH3:34])[CH2:10][C:11]([O:13]CC(C1C=CC(Br)=CC=1)=O)=[O:12])[C:2]1[CH:7]=[CH:6][CH:5]=[CH:4][CH:3]=1. The catalyst is C(O)(=O)C.C(Cl)Cl.[Zn]. The product is [CH2:1]([O:8][C@H:9]([CH2:24][CH2:25][CH2:26][CH2:27][CH2:28][CH2:29][CH2:30][CH2:31][CH2:32][CH:33]([CH3:35])[CH3:34])[CH2:10][C:11]([OH:13])=[O:12])[C:2]1[CH:7]=[CH:6][CH:5]=[CH:4][CH:3]=1. The yield is 0.970. (3) The reactants are Br[C:2]1[CH:3]=[C:4]2[C:8](=[CH:9][CH:10]=1)[NH:7][CH:6]=[C:5]2[CH:11]=[O:12].[C:13]1([CH3:22])[CH:18]=[CH:17][CH:16]=[C:15](B(O)O)[CH:14]=1. No catalyst specified. The product is [C:13]1([CH3:22])[CH:18]=[CH:17][CH:16]=[C:15]([C:2]2[CH:3]=[C:4]3[C:8](=[CH:9][CH:10]=2)[NH:7][CH:6]=[C:5]3[CH:11]=[O:12])[CH:14]=1. The yield is 0.850.